Dataset: Forward reaction prediction with 1.9M reactions from USPTO patents (1976-2016). Task: Predict the product of the given reaction. (1) Given the reactants Br[C:2]1[CH:3]=[C:4]([CH:9]([OH:19])[CH2:10][CH2:11][NH:12][C:13](=[O:18])[C:14]([F:17])([F:16])[F:15])[CH:5]=[CH:6][C:7]=1[CH3:8].[C:20]([C:22]([OH:29])([CH2:26][CH2:27][CH3:28])[CH2:23][CH2:24][CH3:25])#[CH:21], predict the reaction product. The product is: [F:15][C:14]([F:17])([F:16])[C:13]([NH:12][CH2:11][CH2:10][CH:9]([OH:19])[C:4]1[CH:5]=[CH:6][C:7]([CH3:8])=[C:2]([C:21]#[C:20][C:22]([OH:29])([CH2:26][CH2:27][CH3:28])[CH2:23][CH2:24][CH3:25])[CH:3]=1)=[O:18]. (2) Given the reactants [CH2:1]([O:8][C:9]1[CH:14]=[C:13]([N:15]([CH2:21][CH2:22][CH2:23][CH3:24])[CH2:16][CH2:17][CH2:18][CH2:19][OH:20])[CH:12]=[CH:11][C:10]=1[CH:25]=[CH:26][C:27]1[S:31][C:30]([CH:32]=O)=[CH:29][CH:28]=1)[C:2]1[CH:7]=[CH:6][CH:5]=[CH:4][CH:3]=1.[C:34]([C:36]1[C:37](=[C:47]([C:50]#[N:51])[C:48]#[N:49])[O:38][C:39]([CH3:46])([C:42]([F:45])([F:44])[F:43])[C:40]=1[CH3:41])#[N:35], predict the reaction product. The product is: [CH2:1]([O:8][C:9]1[CH:14]=[C:13]([N:15]([CH2:21][CH2:22][CH2:23][CH3:24])[CH2:16][CH2:17][CH2:18][CH2:19][OH:20])[CH:12]=[CH:11][C:10]=1[CH:25]=[CH:26][C:27]1[S:31][C:30]([CH:32]=[CH:41][C:40]2[C:39]([CH3:46])([C:42]([F:45])([F:43])[F:44])[O:38][C:37](=[C:47]([C:48]#[N:49])[C:50]#[N:51])[C:36]=2[C:34]#[N:35])=[CH:29][CH:28]=1)[C:2]1[CH:3]=[CH:4][CH:5]=[CH:6][CH:7]=1. (3) Given the reactants [CH2:1]([O:8][C:9](=[O:48])[N:10]([CH2:17][C:18]1[CH:23]=[CH:22][C:21]([NH:24][C:25](=[O:47])[C:26]2[CH:31]=[CH:30][C:29]([CH2:32][N:33](C(OC(C)(C)C)=O)[CH2:34][C:35]3[NH:36][CH:37]=[CH:38][N:39]=3)=[CH:28][CH:27]=2)=[CH:20][CH:19]=1)[CH:11]1[CH2:16][CH2:15][CH2:14][CH2:13][CH2:12]1)[C:2]1[CH:7]=[CH:6][CH:5]=[CH:4][CH:3]=1.Cl.O1CCOCC1, predict the reaction product. The product is: [CH2:1]([O:8][C:9](=[O:48])[N:10]([CH:11]1[CH2:12][CH2:13][CH2:14][CH2:15][CH2:16]1)[CH2:17][C:18]1[CH:19]=[CH:20][C:21]([NH:24][C:25](=[O:47])[C:26]2[CH:31]=[CH:30][C:29]([CH2:32][NH:33][CH2:34][C:35]3[NH:39][CH:38]=[CH:37][N:36]=3)=[CH:28][CH:27]=2)=[CH:22][CH:23]=1)[C:2]1[CH:7]=[CH:6][CH:5]=[CH:4][CH:3]=1. (4) Given the reactants [ClH:1].[CH:2]1[C:15]2[C:6](=[N:7][C:8]([NH:16][NH:17][C:18]3[CH:23]=[CH:22][CH:21]=[CH:20][CH:19]=3)=[C:9]3[C:14]=2[CH:13]=[CH:12][CH:11]=[CH:10]3)[CH:5]=[CH:4][CH:3]=1.[CH:24](OCC)(OCC)OCC, predict the reaction product. The product is: [Cl-:1].[C:18]1([N+:17]2[N:16]=[CH:8][N:7]3[C:24]=2[C:9]2[CH:10]=[CH:11][CH:12]=[CH:13][C:14]=2[C:15]2[CH:2]=[CH:3][CH:4]=[CH:5][C:6]3=2)[CH:23]=[CH:22][CH:21]=[CH:20][CH:19]=1. (5) Given the reactants [F:1][C:2]1[C:7]([CH:8]=[O:9])=[CH:6][CH:5]=[CH:4][C:3]=1[C:10]1[N:14]([S:15]([C:18]2[CH:19]=[N:20][CH:21]=[CH:22][CH:23]=2)(=[O:17])=[O:16])[CH:13]=[C:12]([CH2:24][N:25]([CH3:33])[C:26](=[O:32])[O:27][C:28]([CH3:31])([CH3:30])[CH3:29])[CH:11]=1.[BH4-].[Na+].CO.O, predict the reaction product. The product is: [F:1][C:2]1[C:7]([CH2:8][OH:9])=[CH:6][CH:5]=[CH:4][C:3]=1[C:10]1[N:14]([S:15]([C:18]2[CH:19]=[N:20][CH:21]=[CH:22][CH:23]=2)(=[O:17])=[O:16])[CH:13]=[C:12]([CH2:24][N:25]([CH3:33])[C:26](=[O:32])[O:27][C:28]([CH3:29])([CH3:30])[CH3:31])[CH:11]=1. (6) Given the reactants [Cl:1][C:2]1[CH:3]=[C:4]([C:9]2[N:13]([C:14]3[CH:19]=[CH:18]C=CN=3)[N:12]=[C:11]([C:20]([OH:22])=[O:21])[CH:10]=2)[CH:5]=[C:6]([F:8])[CH:7]=1.Cl.Cl.[N:25]1C=CC(NN)=[CH:27][CH:26]=1, predict the reaction product. The product is: [Cl:1][C:2]1[CH:3]=[C:4]([C:9]2[N:13]([C:14]3[CH:19]=[CH:18][N:25]=[CH:26][CH:27]=3)[N:12]=[C:11]([C:20]([OH:22])=[O:21])[CH:10]=2)[CH:5]=[C:6]([F:8])[CH:7]=1. (7) Given the reactants [CH2:1]([S:5]([C:8]1[N:13]=[C:12]([C:14]([OH:16])=O)[CH:11]=[CH:10][CH:9]=1)(=[O:7])=[O:6])[CH:2]([CH3:4])[CH3:3].[NH2:17][C@@H:18]([CH2:22][CH:23]([CH3:25])[CH3:24])[C:19]([NH2:21])=[O:20], predict the reaction product. The product is: [C:19]([C@@H:18]([NH:17][C:14]([C:12]1[CH:11]=[CH:10][CH:9]=[C:8]([S:5]([CH2:1][CH:2]([CH3:3])[CH3:4])(=[O:6])=[O:7])[N:13]=1)=[O:16])[CH2:22][CH:23]([CH3:25])[CH3:24])(=[O:20])[NH2:21]. (8) Given the reactants [Cl:1][C:2]1[CH:3]=[C:4]([C:12]2[S:13][C:14]([CH3:28])=[C:15]([CH2:17][N:18]3[CH:22]=[C:21]([C:23]([O:25]CC)=[O:24])[CH:20]=[N:19]3)[N:16]=2)[CH:5]=[C:6]([C:8]([F:11])([F:10])[F:9])[CH:7]=1.[OH-].[Na+].O, predict the reaction product. The product is: [Cl:1][C:2]1[CH:3]=[C:4]([C:12]2[S:13][C:14]([CH3:28])=[C:15]([CH2:17][N:18]3[CH:22]=[C:21]([C:23]([OH:25])=[O:24])[CH:20]=[N:19]3)[N:16]=2)[CH:5]=[C:6]([C:8]([F:9])([F:11])[F:10])[CH:7]=1.